This data is from Reaction yield outcomes from USPTO patents with 853,638 reactions. The task is: Predict the reaction yield, written as a fraction of the theoretical maximum amount of product (1.0 means a 100% yield; for example, 0.34 means a 34% yield). (1) The reactants are [Br:1][C:2]1[C:3]([CH3:10])=[C:4]([Cl:9])[C:5]([CH3:8])=[N:6][CH:7]=1.ClC1C=C(C=CC=1)C(OO)=[O:16]. The catalyst is ClCCl. The product is [Br:1][C:2]1[C:3]([CH3:10])=[C:4]([Cl:9])[C:5]([CH3:8])=[N+:6]([O-:16])[CH:7]=1. The yield is 0.790. (2) The reactants are Br[C:2]1[CH:7]=[C:6]([F:8])[C:5]([O:9][CH3:10])=[CH:4][C:3]=1[F:11].C([Li])CCC.CN([CH:20]=[O:21])C. The catalyst is C1COCC1. The product is [F:11][C:3]1[CH:4]=[C:5]([O:9][CH3:10])[C:6]([F:8])=[CH:7][C:2]=1[CH:20]=[O:21]. The yield is 1.00. (3) The reactants are ClC(Cl)([O:4][C:5](=[O:11])[O:6]C(Cl)(Cl)Cl)Cl.[CH3:13][C:14]1[N:18]([CH2:19][CH2:20][OH:21])[C:17]([N+:22]([O-:24])=[O:23])=[CH:16][N:15]=1. The catalyst is CN(C1C=CN=CC=1)C.C(Cl)Cl. The product is [CH3:13][C:14]1[N:18]([CH2:19][CH2:20][OH:21])[C:17]([N+:22]([O-:24])=[O:23])=[CH:16][N:15]=1.[C:5](=[O:4])([O-:11])[O-:6]. The yield is 0.900. (4) The reactants are [C:1]([CH2:3][CH2:4][CH:5]([C:10]1[N:14]2[CH:15]=[CH:16][N:17]=[C:18]([NH:19][CH2:20][C:21]3[CH:26]=[CH:25][C:24]([O:27][CH3:28])=[CH:23][C:22]=3[O:29][CH3:30])[C:13]2=[C:12]([C:31]2[CH:40]=[CH:39][C:34]([C:35]([O:37][CH3:38])=[O:36])=[CH:33][CH:32]=2)[N:11]=1)[C:6]([O:8]C)=O)#[N:2].CO. The catalyst is CCO.[Ni]. The product is [CH3:30][O:29][C:22]1[CH:23]=[C:24]([O:27][CH3:28])[CH:25]=[CH:26][C:21]=1[CH2:20][NH:19][C:18]1[C:13]2[N:14]([C:10]([CH:5]3[CH2:4][CH2:3][CH2:1][NH:2][C:6]3=[O:8])=[N:11][C:12]=2[C:31]2[CH:32]=[CH:33][C:34]([C:35]([O:37][CH3:38])=[O:36])=[CH:39][CH:40]=2)[CH:15]=[CH:16][N:17]=1. The yield is 0.400. (5) The reactants are [Cl:1][C:2]1[N:7]=[C:6]([C:8](=[O:10])[CH3:9])[C:5]([F:11])=[CH:4][N:3]=1.[CH3:12][Mg]Br.C(OCC)C. The catalyst is O1CCCC1. The product is [Cl:1][C:2]1[N:7]=[C:6]([C:8]([OH:10])([CH3:12])[CH3:9])[C:5]([F:11])=[CH:4][N:3]=1. The yield is 0.640. (6) The yield is 0.130. The product is [NH2:1][C:2]1[C:3]2[C:10]([C:11]3[CH:16]=[CH:15][C:14]([Cl:17])=[CH:13][CH:12]=3)=[CH:9][N:8]([C:18]3[CH:19]=[C:20](/[CH:21]=[C:34](/[C:33]([N:30]4[CH2:29][CH2:28][N:27]([CH3:26])[CH2:32][CH2:31]4)=[O:37])\[C:35]#[N:36])[CH:23]=[CH:24][CH:25]=3)[C:4]=2[N:5]=[CH:6][N:7]=1. The reactants are [NH2:1][C:2]1[C:3]2[C:10]([C:11]3[CH:16]=[CH:15][C:14]([Cl:17])=[CH:13][CH:12]=3)=[CH:9][N:8]([C:18]3[CH:19]=[C:20]([CH:23]=[CH:24][CH:25]=3)[CH:21]=O)[C:4]=2[N:5]=[CH:6][N:7]=1.[CH3:26][N:27]1[CH2:32][CH2:31][N:30]([C:33](=[O:37])[CH2:34][C:35]#[N:36])[CH2:29][CH2:28]1.N12CCCN=C1CCCCC2. The catalyst is CC(O)C. (7) The yield is 0.410. The reactants are [C:1]([O:5][C:6]([NH:8][CH2:9][C:10]1[CH:52]=[CH:51][C:50]([F:53])=[CH:49][C:11]=1[C:12]([NH:14][CH2:15][CH2:16][CH2:17][CH2:18][S:19]([N:22]([C:24]1[N:33]=[C:32]([C:34]([O:36]C)=[O:35])[C:31]([O:38][S:39]([C:42]2[CH:48]=[CH:47][C:45]([CH3:46])=[CH:44][CH:43]=2)(=[O:41])=[O:40])=[C:30]2[C:25]=1[CH:26]=[CH:27][CH:28]=[N:29]2)[CH3:23])(=[O:21])=[O:20])=[O:13])=[O:7])([CH3:4])([CH3:3])[CH3:2].C1COCC1.[OH-].[Li+].Cl. The product is [C:1]([O:5][C:6]([NH:8][CH2:9][C:10]1[CH:52]=[CH:51][C:50]([F:53])=[CH:49][C:11]=1[C:12]([NH:14][CH2:15][CH2:16][CH2:17][CH2:18][S:19]([N:22]([C:24]1[N:33]=[C:32]([C:34]([OH:36])=[O:35])[C:31]([O:38][S:39]([C:42]2[CH:48]=[CH:47][C:45]([CH3:46])=[CH:44][CH:43]=2)(=[O:41])=[O:40])=[C:30]2[C:25]=1[CH:26]=[CH:27][CH:28]=[N:29]2)[CH3:23])(=[O:20])=[O:21])=[O:13])=[O:7])([CH3:4])([CH3:2])[CH3:3]. The catalyst is O.C(OCC)(=O)C.